Dataset: NCI-60 drug combinations with 297,098 pairs across 59 cell lines. Task: Regression. Given two drug SMILES strings and cell line genomic features, predict the synergy score measuring deviation from expected non-interaction effect. (1) Drug 1: CN1C(=O)N2C=NC(=C2N=N1)C(=O)N. Drug 2: CC(C)NC(=O)C1=CC=C(C=C1)CNNC.Cl. Cell line: UACC-257. Synergy scores: CSS=-0.838, Synergy_ZIP=1.45, Synergy_Bliss=0.999, Synergy_Loewe=-1.80, Synergy_HSA=-1.49. (2) Synergy scores: CSS=-5.60, Synergy_ZIP=8.71, Synergy_Bliss=15.6, Synergy_Loewe=-17.5, Synergy_HSA=-1.75. Drug 2: C1=CC=C(C(=C1)C(C2=CC=C(C=C2)Cl)C(Cl)Cl)Cl. Drug 1: CC1=C(N=C(N=C1N)C(CC(=O)N)NCC(C(=O)N)N)C(=O)NC(C(C2=CN=CN2)OC3C(C(C(C(O3)CO)O)O)OC4C(C(C(C(O4)CO)O)OC(=O)N)O)C(=O)NC(C)C(C(C)C(=O)NC(C(C)O)C(=O)NCCC5=NC(=CS5)C6=NC(=CS6)C(=O)NCCC[S+](C)C)O. Cell line: SNB-19. (3) Drug 1: CC(CN1CC(=O)NC(=O)C1)N2CC(=O)NC(=O)C2. Drug 2: CC12CCC3C(C1CCC2O)C(CC4=C3C=CC(=C4)O)CCCCCCCCCS(=O)CCCC(C(F)(F)F)(F)F. Cell line: MALME-3M. Synergy scores: CSS=5.87, Synergy_ZIP=-3.20, Synergy_Bliss=-0.471, Synergy_Loewe=-3.87, Synergy_HSA=-1.51. (4) Drug 1: CC1=C(N=C(N=C1N)C(CC(=O)N)NCC(C(=O)N)N)C(=O)NC(C(C2=CN=CN2)OC3C(C(C(C(O3)CO)O)O)OC4C(C(C(C(O4)CO)O)OC(=O)N)O)C(=O)NC(C)C(C(C)C(=O)NC(C(C)O)C(=O)NCCC5=NC(=CS5)C6=NC(=CS6)C(=O)NCCC[S+](C)C)O. Drug 2: CCC1(C2=C(COC1=O)C(=O)N3CC4=CC5=C(C=CC(=C5CN(C)C)O)N=C4C3=C2)O.Cl. Cell line: OVCAR-8. Synergy scores: CSS=50.9, Synergy_ZIP=-2.95, Synergy_Bliss=-0.328, Synergy_Loewe=4.00, Synergy_HSA=6.82. (5) Drug 1: CCCS(=O)(=O)NC1=C(C(=C(C=C1)F)C(=O)C2=CNC3=C2C=C(C=N3)C4=CC=C(C=C4)Cl)F. Drug 2: C1CNP(=O)(OC1)N(CCCl)CCCl. Cell line: EKVX. Synergy scores: CSS=-1.73, Synergy_ZIP=2.82, Synergy_Bliss=-0.0428, Synergy_Loewe=-2.13, Synergy_HSA=-3.20. (6) Drug 1: C1=NC2=C(N=C(N=C2N1C3C(C(C(O3)CO)O)F)Cl)N. Drug 2: CCN(CC)CCNC(=O)C1=C(NC(=C1C)C=C2C3=C(C=CC(=C3)F)NC2=O)C. Cell line: OVCAR3. Synergy scores: CSS=-8.47, Synergy_ZIP=-2.33, Synergy_Bliss=-10.0, Synergy_Loewe=-11.8, Synergy_HSA=-10.5. (7) Synergy scores: CSS=48.2, Synergy_ZIP=3.26, Synergy_Bliss=6.82, Synergy_Loewe=2.95, Synergy_HSA=3.92. Drug 2: C(CCl)NC(=O)N(CCCl)N=O. Cell line: RXF 393. Drug 1: CC=C1C(=O)NC(C(=O)OC2CC(=O)NC(C(=O)NC(CSSCCC=C2)C(=O)N1)C(C)C)C(C)C.